Dataset: Reaction yield outcomes from USPTO patents with 853,638 reactions. Task: Predict the reaction yield, written as a fraction of the theoretical maximum amount of product (1.0 means a 100% yield; for example, 0.34 means a 34% yield). (1) The reactants are C(O)(=O)C.[NH2:5][C@@H:6]([CH2:17][C:18]1[CH:23]=[CH:22][C:21]([C:24]2[N:29]=[CH:28][C:27]([C:30]3[CH:35]=[CH:34][C:33]([O:36][CH2:37][CH2:38][CH2:39][CH:40]([CH3:42])[CH3:41])=[CH:32][CH:31]=3)=[CH:26][N:25]=2)=[CH:20][CH:19]=1)[C:7]([N:9]1[CH2:12][CH:11]([C:13]([O:15]C)=[O:14])[CH2:10]1)=[O:8].[ClH:43]. The catalyst is O1CCOCC1.O.[Cl-].[Na+].O. The product is [ClH:43].[NH2:5][C@@H:6]([CH2:17][C:18]1[CH:19]=[CH:20][C:21]([C:24]2[N:29]=[CH:28][C:27]([C:30]3[CH:31]=[CH:32][C:33]([O:36][CH2:37][CH2:38][CH2:39][CH:40]([CH3:42])[CH3:41])=[CH:34][CH:35]=3)=[CH:26][N:25]=2)=[CH:22][CH:23]=1)[C:7]([N:9]1[CH2:10][CH:11]([C:13]([OH:15])=[O:14])[CH2:12]1)=[O:8]. The yield is 0.860. (2) The reactants are C(OC([N:8]1[CH2:13][CH2:12][N:11]([C:14]2[S:15][C:16]([S:19]([CH2:22][CH2:23][CH2:24][CH3:25])(=[O:21])=[O:20])=[CH:17][N:18]=2)[CH2:10][CH2:9]1)=O)(C)(C)C.[ClH:26]. No catalyst specified. The product is [ClH:26].[CH2:22]([S:19]([C:16]1[S:15][C:14]([N:11]2[CH2:12][CH2:13][NH:8][CH2:9][CH2:10]2)=[N:18][CH:17]=1)(=[O:21])=[O:20])[CH2:23][CH2:24][CH3:25]. The yield is 0.920. (3) The reactants are [CH3:1][N:2]1[CH2:7][CH2:6][N:5]([C:8]2[CH:13]=[CH:12][C:11]([CH2:14][NH2:15])=[CH:10][CH:9]=2)[CH2:4][CH2:3]1.[CH3:16][C:17]([O:20][C:21](O[C:21]([O:20][C:17]([CH3:19])([CH3:18])[CH3:16])=[O:22])=[O:22])([CH3:19])[CH3:18].[OH-].[Na+].O.CCOC(C)=O. The catalyst is C1COCC1. The product is [CH3:1][N:2]1[CH2:7][CH2:6][N:5]([C:8]2[CH:13]=[CH:12][C:11]([CH2:14][NH:15][C:21](=[O:22])[O:20][C:17]([CH3:19])([CH3:18])[CH3:16])=[CH:10][CH:9]=2)[CH2:4][CH2:3]1. The yield is 0.820. (4) The reactants are C(Cl)Cl.[C:4]([O:12][CH:13]1[CH2:18][CH2:17][C:16](=[O:19])[CH2:15][CH2:14]1)(=O)[C:5]1[CH:10]=[CH:9][CH:8]=[CH:7][CH:6]=1.C(N(CC)C(C)C)(C)C.FC(F)(F)S(O[Si:35]([C:38]([CH3:41])([CH3:40])[CH3:39])([CH3:37])[CH3:36])(=O)=O. The product is [CH2:4]([O:12][CH:13]1[CH2:18][CH2:17][C:16]([O:19][Si:35]([C:38]([CH3:41])([CH3:40])[CH3:39])([CH3:37])[CH3:36])=[CH:15][CH2:14]1)[C:5]1[CH:10]=[CH:9][CH:8]=[CH:7][CH:6]=1. The yield is 0.860. The catalyst is C(OCC)(=O)C.CCCCCC.O. (5) The reactants are [BH4-].[Na+].Br[C:4]1([C:14]([O:16][C:17]([CH3:20])([CH3:19])[CH3:18])=[O:15])[CH2:6][CH:5]1[C:7]([O:9][C:10]([CH3:13])([CH3:12])[CH3:11])=[O:8]. The catalyst is CN(C)C(=O)C.O.O.O.O.O.O.[Co](Cl)Cl. The product is [CH:5]1([C:7]([O:9][C:10]([CH3:13])([CH3:12])[CH3:11])=[O:8])[CH2:6][CH:4]1[C:14]([O:16][C:17]([CH3:18])([CH3:19])[CH3:20])=[O:15]. The yield is 1.00. (6) The catalyst is C1COCC1.CO. The reactants are [C:1]([C:4]1[CH:13]=[CH:12][C:11]([O:14][CH2:15][C:16]2[CH:21]=[CH:20][CH:19]=[CH:18][CH:17]=2)=[C:10]2[C:5]=1[CH:6]=[CH:7][C:8](=[O:22])[NH:9]2)(=[O:3])[CH3:2].[Br-:23].[Br-].[Br-].C([N+](CCCC)(CCCC)CCCC)CCC.C([N+](CCCC)(CCCC)CCCC)CCC.C([N+](CCCC)(CCCC)CCCC)CCC. The product is [CH2:15]([O:14][C:11]1[CH:12]=[CH:13][C:4]([C:1](=[O:3])[CH2:2][Br:23])=[C:5]2[C:10]=1[NH:9][C:8](=[O:22])[CH:7]=[CH:6]2)[C:16]1[CH:21]=[CH:20][CH:19]=[CH:18][CH:17]=1. The yield is 0.730. (7) The reactants are [NH2:1][C:2]1[N:10]=[C:9]2[C:5]([N:6]=[CH:7][N:8]2[C@H:11]2[C@H:16]3[C@H:17]([O:18][CH2:19][C:20]4[CH:25]=[CH:24][CH:23]=[CH:22][CH:21]=4)[C@@:13]([CH2:26][O:27]C(=O)C4C=CC=CC=4)([CH2:14][O:15]3)[O:12]2)=[C:4]([Cl:36])[N:3]=1.[OH-].[Na+].CC(O)=O. The catalyst is O1CCOCC1. The product is [NH2:1][C:2]1[N:10]=[C:9]2[C:5]([N:6]=[CH:7][N:8]2[C@H:11]2[C@H:16]3[C@H:17]([O:18][CH2:19][C:20]4[CH:25]=[CH:24][CH:23]=[CH:22][CH:21]=4)[C@:13]([CH2:26][OH:27])([CH2:14][O:15]3)[O:12]2)=[C:4]([Cl:36])[N:3]=1. The yield is 0.720.